From a dataset of Full USPTO retrosynthesis dataset with 1.9M reactions from patents (1976-2016). Predict the reactants needed to synthesize the given product. (1) Given the product [CH3:1][C:2]1[CH:7]=[C:6]([C:8]#[C:9][CH3:10])[CH:5]=[C:4]([CH3:11])[C:3]=1[CH:12]1[C:13](=[O:26])[CH:14]([CH2:19][C:20]2[CH:25]=[CH:24][CH:23]=[CH:22][N:21]=2)[CH2:15][C:16]1=[O:17], predict the reactants needed to synthesize it. The reactants are: [CH3:1][C:2]1[CH:7]=[C:6]([C:8]#[C:9][CH3:10])[CH:5]=[C:4]([CH3:11])[C:3]=1[C:12]1[C:13](=[O:26])[CH:14]([CH2:19][C:20]2[CH:25]=[CH:24][CH:23]=[CH:22][N:21]=2)[CH2:15][C:16]=1[O:17]C. (2) Given the product [Cl:1][C:2]1[CH:3]=[C:4]([C:12]2[S:16][C:15]([C:17]3[C:18]([CH2:32][CH3:33])=[C:19]([CH2:23][N:24]4[CH2:25][CH:26]([C:28]([OH:30])=[O:29])[CH2:27]4)[CH:20]=[CH:21][CH:22]=3)=[N:14][N:13]=2)[CH:5]=[CH:6][C:7]=1[O:8][CH:9]([CH3:11])[CH3:10], predict the reactants needed to synthesize it. The reactants are: [Cl:1][C:2]1[CH:3]=[C:4]([C:12]2[S:16][C:15]([C:17]3[C:18]([CH2:32][CH3:33])=[C:19]([CH2:23][N:24]4[CH2:27][CH:26]([C:28]([O:30]C)=[O:29])[CH2:25]4)[CH:20]=[CH:21][CH:22]=3)=[N:14][N:13]=2)[CH:5]=[CH:6][C:7]=1[O:8][CH:9]([CH3:11])[CH3:10].[OH-].[Na+].Cl. (3) The reactants are: [OH-:1].[K+].[C:3]1([CH:9]([C:13]2[CH:18]=[CH:17][CH:16]=[CH:15][CH:14]=2)C(=O)C)[CH:8]=[CH:7][CH:6]=[CH:5][CH:4]=1.[Br:19][C:20]1[CH:25]=[CH:24][C:23]([C:26]([C:28]([C:30]2[CH:35]=[CH:34][C:33]([Br:36])=[CH:32][CH:31]=2)=O)=O)=[CH:22][CH:21]=1.CO.[CH2:39](O)[CH3:40]. Given the product [C:13]1([C:9]2[C:3](=[O:1])[C:8]([C:7]3[CH:6]=[CH:5][CH:4]=[CH:40][CH:39]=3)=[C:28]([C:30]3[CH:35]=[CH:34][C:33]([Br:36])=[CH:32][CH:31]=3)[C:26]=2[C:23]2[CH:24]=[CH:25][C:20]([Br:19])=[CH:21][CH:22]=2)[CH:14]=[CH:15][CH:16]=[CH:17][CH:18]=1, predict the reactants needed to synthesize it. (4) Given the product [NH2:22][C:13]1[CH:14]=[C:15]([O:20][CH3:21])[C:16]([O:18][CH3:19])=[CH:17][C:12]=1[C:11]([NH:10][C:7]1[CH:8]=[CH:9][C:4]([C:3]([C:1]#[N:2])([CH3:27])[CH3:26])=[CH:5][CH:6]=1)=[O:25], predict the reactants needed to synthesize it. The reactants are: [C:1]([C:3]([CH3:27])([CH3:26])[C:4]1[CH:9]=[CH:8][C:7]([NH:10][C:11](=[O:25])[C:12]2[CH:17]=[C:16]([O:18][CH3:19])[C:15]([O:20][CH3:21])=[CH:14][C:13]=2[N+:22]([O-])=O)=[CH:6][CH:5]=1)#[N:2].